This data is from Peptide-MHC class II binding affinity with 134,281 pairs from IEDB. The task is: Regression. Given a peptide amino acid sequence and an MHC pseudo amino acid sequence, predict their binding affinity value. This is MHC class II binding data. The peptide sequence is FAEYKSDYVYQPFPK. The MHC is HLA-DPA10103-DPB10301 with pseudo-sequence HLA-DPA10103-DPB10301. The binding affinity (normalized) is 0.